Task: Regression. Given a peptide amino acid sequence and an MHC pseudo amino acid sequence, predict their binding affinity value. This is MHC class II binding data.. Dataset: Peptide-MHC class II binding affinity with 134,281 pairs from IEDB (1) The peptide sequence is DTPSPKEYKKGDTTTGVY. The MHC is DRB1_0405 with pseudo-sequence DRB1_0405. The binding affinity (normalized) is 0.0973. (2) The peptide sequence is RQNIHSLSPQEREQF. The MHC is DRB5_0101 with pseudo-sequence DRB5_0101. The binding affinity (normalized) is 0.773.